From a dataset of Forward reaction prediction with 1.9M reactions from USPTO patents (1976-2016). Predict the product of the given reaction. (1) The product is: [Cl:1][C:2]1[CH:7]=[CH:6][N:5]=[C:4]([C:8]([Cl:13])=[O:10])[CH:3]=1. Given the reactants [Cl:1][C:2]1[CH:7]=[CH:6][N:5]=[C:4]([C:8]([OH:10])=O)[CH:3]=1.S(Cl)([Cl:13])=O, predict the reaction product. (2) Given the reactants Cl[C:2]1[C:7]([C:8]2[CH:13]=[CH:12][CH:11]=[CH:10][CH:9]=2)=[CH:6][C:5]([N+:14]([O-:16])=[O:15])=[CH:4][N:3]=1.[CH:17]1(B2OC(C)(C)C(C)(C)O2)[CH2:19][CH2:18]1.C(Cl)Cl.C([O-])([O-])=O.[Cs+].[Cs+], predict the reaction product. The product is: [CH:17]1([C:2]2[C:7]([C:8]3[CH:13]=[CH:12][CH:11]=[CH:10][CH:9]=3)=[CH:6][C:5]([N+:14]([O-:16])=[O:15])=[CH:4][N:3]=2)[CH2:19][CH2:18]1. (3) Given the reactants [OH-].[Na+].[CH:3]1([C:6]2[C:11]([C:12]3[CH:17]=[CH:16][C:15]([F:18])=[CH:14][CH:13]=3)=[C:10]([F:19])[C:9]([O:20][CH2:21][CH3:22])=[C:8]([CH2:23][N:24]3[CH2:29][CH2:28][CH:27]([N:30]4[CH2:39][CH2:38][C:37]5[N:36]=[C:35]([CH2:40][CH3:41])[C:34]([C:42]([O:44]C)=[O:43])=[CH:33][C:32]=5[C:31]4=[O:46])[CH2:26][CH2:25]3)[CH:7]=2)[CH2:5][CH2:4]1.Cl, predict the reaction product. The product is: [CH:3]1([C:6]2[C:11]([C:12]3[CH:17]=[CH:16][C:15]([F:18])=[CH:14][CH:13]=3)=[C:10]([F:19])[C:9]([O:20][CH2:21][CH3:22])=[C:8]([CH2:23][N:24]3[CH2:25][CH2:26][CH:27]([N:30]4[CH2:39][CH2:38][C:37]5[N:36]=[C:35]([CH2:40][CH3:41])[C:34]([C:42]([OH:44])=[O:43])=[CH:33][C:32]=5[C:31]4=[O:46])[CH2:28][CH2:29]3)[CH:7]=2)[CH2:5][CH2:4]1. (4) Given the reactants [CH2:1]([O:3][C:4]([C:6]1([C:9]2[CH:14]=[CH:13][C:12]([C:15]3[CH:20]=[CH:19][C:18]([C:21]4[O:25][N:24]=[C:23]([CH3:26])[C:22]=4[NH2:27])=[CH:17][CH:16]=3)=[CH:11][CH:10]=2)[CH2:8][CH2:7]1)=[O:5])[CH3:2].[Br:28][C:29]1[CH:30]=[C:31]([CH:35]=[CH:36][CH:37]=1)[C:32](O)=[O:33].F[P-](F)(F)(F)(F)F.N1(OC(N(C)C)=[N+](C)C)C2N=CC=CC=2N=N1.CN1CCOCC1, predict the reaction product. The product is: [CH2:1]([O:3][C:4]([C:6]1([C:9]2[CH:10]=[CH:11][C:12]([C:15]3[CH:20]=[CH:19][C:18]([C:21]4[O:25][N:24]=[C:23]([CH3:26])[C:22]=4[NH:27][C:32](=[O:33])[C:31]4[CH:35]=[CH:36][CH:37]=[C:29]([Br:28])[CH:30]=4)=[CH:17][CH:16]=3)=[CH:13][CH:14]=2)[CH2:8][CH2:7]1)=[O:5])[CH3:2].